From a dataset of Forward reaction prediction with 1.9M reactions from USPTO patents (1976-2016). Predict the product of the given reaction. (1) Given the reactants [N:1]1([C:6]2[CH:11]=[CH:10][C:9]([PH:12](=O)[C:13]3[CH:18]=[CH:17][C:16]([N:19]4[CH2:23][CH2:22][CH2:21][CH2:20]4)=[CH:15][CH:14]=3)=[CH:8][CH:7]=2)[CH2:5][CH2:4][CH2:3][CH2:2]1.[BH3:25].O1CCCC1, predict the reaction product. The product is: [N:1]1([C:6]2[CH:7]=[CH:8][C:9]([PH:12][C:13]3[CH:18]=[CH:17][C:16]([N:19]4[CH2:20][CH2:21][CH2:22][CH2:23]4)=[CH:15][CH:14]=3)=[CH:10][CH:11]=2)[CH2:5][CH2:4][CH2:3][CH2:2]1.[BH3:25]. (2) Given the reactants COC1C=CC(C[N:8]2[CH:12]=[C:11]([CH2:13][CH2:14][CH2:15][CH2:16][NH:17][CH:18]3[CH2:23][CH2:22][N:21]([C:24]([O:26][CH2:27][C:28]4[CH:33]=[C:32]([C:34]#[N:35])[CH:31]=[C:30]([Cl:36])[CH:29]=4)=[O:25])[CH2:20][CH2:19]3)[N:10]=[N:9]2)=CC=1.C(OCC)(=O)C, predict the reaction product. The product is: [NH:8]1[CH:12]=[C:11]([CH2:13][CH2:14][CH2:15][CH2:16][NH:17][CH:18]2[CH2:23][CH2:22][N:21]([C:24]([O:26][CH2:27][C:28]3[CH:33]=[C:32]([C:34]#[N:35])[CH:31]=[C:30]([Cl:36])[CH:29]=3)=[O:25])[CH2:20][CH2:19]2)[N:10]=[N:9]1. (3) Given the reactants [Cl:1][C:2]1[C:7]([S:8][CH3:9])=[C:6]([N:10]2[CH2:15][CH2:14][O:13][CH2:12][CH2:11]2)[N:5]=[C:4]([C:16]2[CH:21]=[CH:20][C:19]([NH2:22])=[CH:18][CH:17]=2)[N:3]=1.Cl[C:24]([O:26][C:27]1[CH:32]=[CH:31][CH:30]=[CH:29][CH:28]=1)=[O:25], predict the reaction product. The product is: [C:27]1([O:26][C:24](=[O:25])[NH:22][C:19]2[CH:20]=[CH:21][C:16]([C:4]3[N:3]=[C:2]([Cl:1])[C:7]([S:8][CH3:9])=[C:6]([N:10]4[CH2:15][CH2:14][O:13][CH2:12][CH2:11]4)[N:5]=3)=[CH:17][CH:18]=2)[CH:32]=[CH:31][CH:30]=[CH:29][CH:28]=1. (4) Given the reactants [CH2:1]([O:8][C:9]([NH:11][C@H:12]([C:14]([OH:16])=O)[CH3:13])=[O:10])[C:2]1[CH:7]=[CH:6][CH:5]=[CH:4][CH:3]=1.C(N1C=CN=C1)([N:19]1C=CN=C1)=O, predict the reaction product. The product is: [CH2:1]([O:8][C:9]([NH:11][C@H:12]([C:14]([NH2:19])=[O:16])[CH3:13])=[O:10])[C:2]1[CH:7]=[CH:6][CH:5]=[CH:4][CH:3]=1.